This data is from Forward reaction prediction with 1.9M reactions from USPTO patents (1976-2016). The task is: Predict the product of the given reaction. (1) Given the reactants [CH:1]([O-:3])=O.[Na+].C(O)=O.[O:8]1[CH:12]=[CH:11][CH:10]=[C:9]1[C:13]([N:15]1[C:24]2[C:19](=[CH:20][CH:21]=[C:22]([C:25]3[CH:30]=[CH:29][C:28]([S:31]([CH3:34])(=[O:33])=[O:32])=[CH:27][CH:26]=3)[CH:23]=2)[NH:18][C@@H:17]([CH3:35])[CH2:16]1)=[O:14], predict the reaction product. The product is: [O:8]1[CH:12]=[CH:11][CH:10]=[C:9]1[C:13]([N:15]1[C:24]2[C:19](=[CH:20][CH:21]=[C:22]([C:25]3[CH:30]=[CH:29][C:28]([S:31]([CH3:34])(=[O:32])=[O:33])=[CH:27][CH:26]=3)[CH:23]=2)[N:18]([CH:1]=[O:3])[C@@H:17]([CH3:35])[CH2:16]1)=[O:14]. (2) Given the reactants Cl.[CH3:2][NH:3][CH3:4].C(N(CC)CC)C.[C:12]([NH:19][C@H:20]([C:28]([OH:30])=O)[CH2:21][C:22]1[CH:27]=[CH:26][CH:25]=[CH:24][CH:23]=1)([O:14][C:15]([CH3:18])([CH3:17])[CH3:16])=[O:13].C1C=CC2N(O)N=NC=2C=1.CCN=C=NCCCN(C)C, predict the reaction product. The product is: [CH3:2][N:3]([CH3:4])[C:28](=[O:30])[C@H:20]([CH2:21][C:22]1[CH:27]=[CH:26][CH:25]=[CH:24][CH:23]=1)[NH:19][C:12]([O:14][C:15]([CH3:18])([CH3:17])[CH3:16])=[O:13]. (3) Given the reactants C1(N2C(C(C)C)=C(C=O)C=N2)CC1.N([C:17]1[CH:18]=[C:19]([CH:40]=[CH:41][C:42]=1C)[C:20]([NH:22]C1C=C(C(C)(C)C)C=C(NS(C)(=O)=O)C=1OC)=[O:21])=[N+]=[N-], predict the reaction product. The product is: [C:20]([NH2:22])(=[O:21])[C:19]1[CH:40]=[CH:41][CH:42]=[CH:17][CH:18]=1. (4) The product is: [Cl:28][C:16]1[C:17]([O:21][C:22]2[CH:27]=[CH:26][CH:25]=[CH:24][CH:23]=2)=[CH:18][CH:19]=[CH:20][C:15]=1[N:7]([C:8]1[CH:9]=[CH:10][CH:11]=[CH:12][CH:13]=1)[C:1]1[CH:6]=[CH:5][CH:4]=[CH:3][CH:2]=1. Given the reactants [C:1]1([NH:7][C:8]2[CH:13]=[CH:12][CH:11]=[CH:10][CH:9]=2)[CH:6]=[CH:5][CH:4]=[CH:3][CH:2]=1.Br[C:15]1[CH:20]=[CH:19][CH:18]=[C:17]([O:21][C:22]2[CH:27]=[CH:26][CH:25]=[CH:24][CH:23]=2)[C:16]=1[Cl:28].CC([O-])(C)C.[Na+].C1(C)C(C)=CC=CC=1, predict the reaction product. (5) Given the reactants [C:1]([C:3]1[CH:11]=[CH:10][C:6]2[CH:7]=[N:8][NH:9][C:5]=2[CH:4]=1)#[N:2].[OH-].[Na+].[Cl:14][CH2:15][CH2:16][CH2:17]Br, predict the reaction product. The product is: [C:1]([C:3]1[CH:11]=[CH:10][C:6]2[CH:7]=[N:8][N:9]([CH2:17][CH2:16][CH2:15][Cl:14])[C:5]=2[CH:4]=1)#[N:2].